From a dataset of Catalyst prediction with 721,799 reactions and 888 catalyst types from USPTO. Predict which catalyst facilitates the given reaction. (1) The catalyst class is: 19. Reactant: [CH3:1][N:2]([C:13]1[CH:18]=[CH:17][C:16]([N+:19]([O-])=O)=[CH:15][CH:14]=1)[C:3](=[O:12])[CH2:4][N:5]1[CH2:10][CH2:9][N:8]([CH3:11])[CH2:7][CH2:6]1. Product: [CH3:11][N:8]1[CH2:9][CH2:10][N:5]([CH2:4][C:3]([N:2]([CH3:1])[C:13]2[CH:18]=[CH:17][C:16]([NH2:19])=[CH:15][CH:14]=2)=[O:12])[CH2:6][CH2:7]1. (2) Reactant: [Br:1][C:2]1[CH:3]=[C:4]([CH:13]=[C:14]([CH3:16])[CH:15]=1)[O:5][Si:6]([C:9]([CH3:12])([CH3:11])[CH3:10])([CH3:8])[CH3:7].[Br:17]NC(=O)CCC(N)=O. Product: [Br:1][C:2]1[CH:3]=[C:4]([CH:13]=[C:14]([CH2:16][Br:17])[CH:15]=1)[O:5][Si:6]([C:9]([CH3:11])([CH3:12])[CH3:10])([CH3:7])[CH3:8]. The catalyst class is: 734. (3) Reactant: [CH:1]1[CH:6]=[C:5]([CH:7]=O)[C:4]([OH:9])=[CH:3][CH:2]=1.[C:10](#[N:13])[CH:11]=[CH2:12].C1N2CCN(CC2)C1. Product: [O:9]1[C:4]2[C:5](=[CH:6][CH:1]=[CH:2][CH:3]=2)[CH:7]=[C:11]([C:10]#[N:13])[CH2:12]1. The catalyst class is: 74. (4) Reactant: [CH3:1][C:2]1[N:3]=[CH:4][N:5]([C:7]2[CH:12]=[CH:11][C:10]([N+:13]([O-])=O)=[CH:9][C:8]=2[CH3:16])[CH:6]=1. Product: [CH3:16][C:8]1[CH:9]=[C:10]([NH2:13])[CH:11]=[CH:12][C:7]=1[N:5]1[CH:6]=[C:2]([CH3:1])[N:3]=[CH:4]1. The catalyst class is: 336. (5) Reactant: [F:1][CH:2]([F:20])[O:3][C:4]1[CH:11]=[C:10]([CH2:12][CH2:13][N:14]2[CH2:19][CH2:18][NH:17][CH2:16][CH2:15]2)[CH:9]=[CH:8][C:5]=1[C:6]#[N:7].[O:21]=[C:22]1[C:26]2[CH:27]=[CH:28][C:29]([CH2:31][CH:32]=O)=[CH:30][C:25]=2[CH2:24][O:23]1.[BH-](OC(C)=O)(OC(C)=O)OC(C)=O.[Na+]. Product: [F:20][CH:2]([F:1])[O:3][C:4]1[CH:11]=[C:10]([CH2:12][CH2:13][N:14]2[CH2:19][CH2:18][N:17]([CH2:32][CH2:31][C:29]3[CH:28]=[CH:27][C:26]4[C:22](=[O:21])[O:23][CH2:24][C:25]=4[CH:30]=3)[CH2:16][CH2:15]2)[CH:9]=[CH:8][C:5]=1[C:6]#[N:7]. The catalyst class is: 2. (6) Reactant: [F:1][C:2]([F:34])([F:33])[C:3]1[CH:4]=[C:5]2[C:14](=[CH:15][CH:16]=1)[NH:13][C:12]1[C:7](=[C:8]([CH2:31]O)[N:9]=[C:10]3[N:20]=[C:19]([C:21]4[C:26]([C:27]([F:30])([F:29])[F:28])=[CH:25][CH:24]=[CH:23][N:22]=4)[CH:18]=[CH:17][C:11]3=1)[O:6]2.O=S(Cl)[Cl:37]. Product: [ClH:37].[Cl:37][CH2:31][C:8]1[N:9]=[C:10]2[N:20]=[C:19]([C:21]3[C:26]([C:27]([F:30])([F:29])[F:28])=[CH:25][CH:24]=[CH:23][N:22]=3)[CH:18]=[CH:17][C:11]2=[C:12]2[C:7]=1[O:6][C:5]1[C:14](=[CH:15][CH:16]=[C:3]([C:2]([F:34])([F:33])[F:1])[CH:4]=1)[NH:13]2. The catalyst class is: 2.